From a dataset of Full USPTO retrosynthesis dataset with 1.9M reactions from patents (1976-2016). Predict the reactants needed to synthesize the given product. Given the product [Br:1][C:2]1[CH:3]=[N:4][C:5]([NH:8][NH:9][C:21](=[O:22])[CH2:20][C:16]2[CH:15]=[C:14]3[C:19](=[CH:18][CH:17]=2)[N:10]=[CH:11][CH:12]=[CH:13]3)=[N:6][CH:7]=1, predict the reactants needed to synthesize it. The reactants are: [Br:1][C:2]1[CH:3]=[N:4][C:5]([NH:8][NH2:9])=[N:6][CH:7]=1.[N:10]1[C:19]2[C:14](=[CH:15][C:16]([CH2:20][C:21](O)=[O:22])=[CH:17][CH:18]=2)[CH:13]=[CH:12][CH:11]=1.